Dataset: Catalyst prediction with 721,799 reactions and 888 catalyst types from USPTO. Task: Predict which catalyst facilitates the given reaction. (1) Reactant: [F:1][C:2]1[CH:7]=[C:6]([F:8])[CH:5]=[CH:4][C:3]=1[C:9]1[CH:19]=[C:13]([C:14]([O:16][CH2:17][CH3:18])=[O:15])[C:12]([OH:20])=[C:11]([I:21])[CH:10]=1.[C:22](OC(=O)C)(=[O:24])[CH3:23]. Product: [F:1][C:2]1[CH:7]=[C:6]([F:8])[CH:5]=[CH:4][C:3]=1[C:9]1[CH:10]=[C:11]([I:21])[C:12]([O:20][C:22](=[O:24])[CH3:23])=[C:13]([C:14]([O:16][CH2:17][CH3:18])=[O:15])[CH:19]=1. The catalyst class is: 17. (2) Reactant: C[O:2][C:3](=[O:29])[C@@H:4]([N:12]1[CH2:16][C:15]([O:17][C:18]2[CH:23]=[CH:22][CH:21]=[CH:20][C:19]=2[C:24]([CH3:27])([CH3:26])[CH3:25])=[CH:14][C:13]1=[O:28])[CH2:5][CH:6]1[CH2:11][CH2:10][CH2:9][CH2:8][CH2:7]1.[OH-].[Li+]. Product: [C:24]([C:19]1[CH:20]=[CH:21][CH:22]=[CH:23][C:18]=1[O:17][C:15]1[CH2:16][N:12]([C@@H:4]([CH2:5][CH:6]2[CH2:11][CH2:10][CH2:9][CH2:8][CH2:7]2)[C:3]([OH:29])=[O:2])[C:13](=[O:28])[CH:14]=1)([CH3:27])([CH3:25])[CH3:26]. The catalyst class is: 30. (3) Product: [C:13]([C:11]1[CH:10]=[C:9]([C:17]2[CH:25]=[CH:24][CH:23]=[C:22]3[C:18]=2[CH2:19][CH:20]([CH3:27])[CH:21]3[OH:26])[CH:8]=[C:7]([C:3]([CH3:6])([CH3:5])[CH3:4])[CH:12]=1)([CH3:14])([CH3:15])[CH3:16]. Reactant: [BH4-].[Na+].[C:3]([C:7]1[CH:8]=[C:9]([C:17]2[CH:25]=[CH:24][CH:23]=[C:22]3[C:18]=2[CH2:19][CH:20]([CH3:27])[C:21]3=[O:26])[CH:10]=[C:11]([C:13]([CH3:16])([CH3:15])[CH3:14])[CH:12]=1)([CH3:6])([CH3:5])[CH3:4].C1COCC1. The catalyst class is: 8. (4) Reactant: [Br:1][C:2]1[CH:9]=[C:8]([CH2:10][N:11]2C(=O)C3C(=CC=CC=3)C2=O)[CH:7]=[CH:6][C:3]=1[C:4]#[N:5].O.NN.Cl. Product: [NH2:11][CH2:10][C:8]1[CH:7]=[CH:6][C:3]([C:4]#[N:5])=[C:2]([Br:1])[CH:9]=1. The catalyst class is: 14. (5) Reactant: [Cr](Cl)([O-])(=O)=O.[NH+]1C=CC=CC=1.[CH2:12]([C:16]1[CH:21]=[CH:20][C:19]([C:22]2[O:26][N:25]=[C:24]([C:27]3[CH:28]=[C:29]([CH2:33][OH:34])[CH:30]=[CH:31][CH:32]=3)[N:23]=2)=[CH:18][CH:17]=1)[CH:13]([CH3:15])[CH3:14]. Product: [CH2:12]([C:16]1[CH:17]=[CH:18][C:19]([C:22]2[O:26][N:25]=[C:24]([C:27]3[CH:28]=[C:29]([CH:30]=[CH:31][CH:32]=3)[CH:33]=[O:34])[N:23]=2)=[CH:20][CH:21]=1)[CH:13]([CH3:15])[CH3:14]. The catalyst class is: 2.